Predict the product of the given reaction. From a dataset of Forward reaction prediction with 1.9M reactions from USPTO patents (1976-2016). (1) Given the reactants Br[C:2]1[C:10]2[CH:9]=[CH:8][N:7]=[CH:6][C:5]=2[N:4]2[CH2:11][CH2:12][CH2:13][C:3]=12.C([Li])CCC.C(OC([N:26]1[C@@H:30]([CH3:31])[CH2:29]OS1(=O)=O)=O)(C)(C)C.O, predict the reaction product. The product is: [NH3:4].[CH2:13]1[C:3]2=[C:2]([CH2:29][C@@H:30]([NH2:26])[CH3:31])[C:10]3[CH:9]=[CH:8][N:7]=[CH:6][C:5]=3[N:4]2[CH2:11][CH2:12]1. (2) Given the reactants N#N.[CH3:3][CH2:4][Mg+].[Br-].B(F)(F)F.CCOCC.[C:16]([O:20][C:21]([N:23]1[CH:28]=[CH:27][C:26](=[O:29])[CH2:25][CH:24]1[CH2:30][C:31]1[CH:36]=[CH:35][C:34]([F:37])=[CH:33][CH:32]=1)=[O:22])([CH3:19])([CH3:18])[CH3:17], predict the reaction product. The product is: [C:16]([O:20][C:21]([N:23]1[CH:24]([CH2:30][C:31]2[CH:36]=[CH:35][C:34]([F:37])=[CH:33][CH:32]=2)[CH2:25][C:26](=[O:29])[CH2:27][CH:28]1[CH2:4][CH3:3])=[O:22])([CH3:19])([CH3:17])[CH3:18]. (3) Given the reactants [F:1][C:2]1[CH:7]=[C:6]([N:8]2[CH2:12][C@H:11]([CH2:13][N:14]3[CH:18]=[CH:17][N:16]=[N:15]3)[O:10][C:9]2=[O:19])[CH:5]=[CH:4][C:3]=1[C:20]1[CH:21]=[CH:22][C:23]([C:26](=[O:41])[CH2:27][CH:28]2[CH2:33][CH2:32][N:31](C(OC(C)(C)C)=O)[CH2:30][CH2:29]2)=[N:24][CH:25]=1.Cl, predict the reaction product. The product is: [F:1][C:2]1[CH:7]=[C:6]([N:8]2[CH2:12][C@H:11]([CH2:13][N:14]3[CH:18]=[CH:17][N:16]=[N:15]3)[O:10][C:9]2=[O:19])[CH:5]=[CH:4][C:3]=1[C:20]1[CH:25]=[N:24][C:23]([C:26](=[O:41])[CH2:27][CH:28]2[CH2:33][CH2:32][NH:31][CH2:30][CH2:29]2)=[CH:22][CH:21]=1. (4) Given the reactants Cl.[CH3:2][S:3]([C:6]1[CH:7]=[C:8]([NH2:12])[CH:9]=[CH:10][CH:11]=1)(=[O:5])=[O:4].Cl[C:14]1[CH:19]=[C:18]([C:20]2[CH:25]=[CH:24][CH:23]=[CH:22][C:21]=2[O:26][CH2:27][C:28]2[CH:33]=[CH:32][CH:31]=[CH:30][CH:29]=2)[N:17]=[CH:16][N:15]=1.C([O-])(O)=O.[Na+], predict the reaction product. The product is: [CH2:27]([O:26][C:21]1[CH:22]=[CH:23][CH:24]=[CH:25][C:20]=1[C:18]1[N:17]=[CH:16][N:15]=[C:14]([NH:12][C:8]2[CH:9]=[CH:10][CH:11]=[C:6]([S:3]([CH3:2])(=[O:4])=[O:5])[CH:7]=2)[CH:19]=1)[C:28]1[CH:29]=[CH:30][CH:31]=[CH:32][CH:33]=1. (5) Given the reactants [CH2:1]([NH:3][C:4]1[C:9]([N+:10]([O-])=O)=[CH:8][N:7]=[C:6]([NH:13][C:14]2[CH:19]=[CH:18][N:17]=[CH:16][CH:15]=2)[N:5]=1)[CH3:2], predict the reaction product. The product is: [NH2:10][C:9]1[C:4]([NH:3][CH2:1][CH3:2])=[N:5][C:6]([NH:13][C:14]2[CH:15]=[CH:16][N:17]=[CH:18][CH:19]=2)=[N:7][CH:8]=1. (6) Given the reactants [CH3:1][O:2][C:3]1[N:4]=[CH:5][C:6]([C:9]([OH:11])=O)=[N:7][CH:8]=1.C(Cl)(=O)C([Cl:15])=O.CN(C)C=O.C1(C)C=CC=CC=1, predict the reaction product. The product is: [CH3:1][O:2][C:3]1[N:4]=[CH:5][C:6]([C:9]([Cl:15])=[O:11])=[N:7][CH:8]=1. (7) Given the reactants [NH2:1][C:2]1[CH:3]=[C:4]2[C:8](=[CH:9][CH:10]=1)[NH:7][CH:6]=[C:5]2[CH:11]1[CH2:16][CH2:15][N:14]([C:17]([O:19][C:20]([CH3:23])([CH3:22])[CH3:21])=[O:18])[CH2:13][CH2:12]1.CCN(CC)CC.[C:31]([C:33]1[CH:38]=[CH:37][N:36]=[C:35]([C:39](Cl)=[O:40])[CH:34]=1)#[N:32], predict the reaction product. The product is: [C:31]([C:33]1[CH:38]=[CH:37][N:36]=[C:35]([C:39]([NH:1][C:2]2[CH:3]=[C:4]3[C:8](=[CH:9][CH:10]=2)[NH:7][CH:6]=[C:5]3[CH:11]2[CH2:16][CH2:15][N:14]([C:17]([O:19][C:20]([CH3:23])([CH3:22])[CH3:21])=[O:18])[CH2:13][CH2:12]2)=[O:40])[CH:34]=1)#[N:32].